From a dataset of Full USPTO retrosynthesis dataset with 1.9M reactions from patents (1976-2016). Predict the reactants needed to synthesize the given product. (1) Given the product [CH2:12]([O:19][C:20](=[O:37])[CH2:21][CH2:22][C:23](=[CH2:2])[CH2:24][CH2:25][C:26]([O:28][CH2:29][C:30]1[CH:35]=[CH:34][CH:33]=[CH:32][CH:31]=1)=[O:27])[C:13]1[CH:18]=[CH:17][CH:16]=[CH:15][CH:14]=1, predict the reactants needed to synthesize it. The reactants are: [Br-].[CH3:2][Si]([N-][Si](C)(C)C)(C)C.[Na+].[CH2:12]([O:19][C:20](=[O:37])[CH2:21][CH2:22][C:23](=O)[CH2:24][CH2:25][C:26]([O:28][CH2:29][C:30]1[CH:35]=[CH:34][CH:33]=[CH:32][CH:31]=1)=[O:27])[C:13]1[CH:18]=[CH:17][CH:16]=[CH:15][CH:14]=1. (2) The reactants are: [F:1][C:2]1[CH:8]=[C:7]([N:9]2[CH2:14][CH2:13][N:12]([CH3:15])[CH2:11][CH2:10]2)[C:6]([C:16]([F:19])([F:18])[F:17])=[CH:5][C:3]=1[NH2:4].Cl[C:21]1[N:26]=[C:25]([NH:27][C:28]2[CH:32]=[C:31]([CH3:33])[NH:30][N:29]=2)[C:24]([Cl:34])=[CH:23][N:22]=1.Cl.C([O-])(O)=O.[Na+]. Given the product [Cl:34][C:24]1[C:25]([NH:27][C:28]2[CH:32]=[C:31]([CH3:33])[NH:30][N:29]=2)=[N:26][C:21]([NH:4][C:3]2[CH:5]=[C:6]([C:16]([F:17])([F:18])[F:19])[C:7]([N:9]3[CH2:14][CH2:13][N:12]([CH3:15])[CH2:11][CH2:10]3)=[CH:8][C:2]=2[F:1])=[N:22][CH:23]=1, predict the reactants needed to synthesize it.